Task: Predict the reactants needed to synthesize the given product.. Dataset: Full USPTO retrosynthesis dataset with 1.9M reactions from patents (1976-2016) (1) Given the product [C:28]([C:30]1[CH:31]=[C:32]([S:37]([N:6]([CH2:5][C:4]2[CH:12]=[CH:13][C:14]([O:16][CH3:17])=[CH:15][C:3]=2[O:2][CH3:1])[C:7]2[S:11][N:10]=[CH:9][N:8]=2)(=[O:39])=[O:38])[CH:33]=[CH:34][C:35]=1[F:36])#[N:29], predict the reactants needed to synthesize it. The reactants are: [CH3:1][O:2][C:3]1[CH:15]=[C:14]([O:16][CH3:17])[CH:13]=[CH:12][C:4]=1[CH2:5][NH:6][C:7]1[S:11][N:10]=[CH:9][N:8]=1.C[Si](C)(C)[N-][Si](C)(C)C.[Li+].[C:28]([C:30]1[CH:31]=[C:32]([S:37](Cl)(=[O:39])=[O:38])[CH:33]=[CH:34][C:35]=1[F:36])#[N:29].[Cl-].[NH4+]. (2) Given the product [F:44][C:37]1[CH:38]=[C:39]([O:4][CH3:1])[CH:40]=[C:41]([F:42])[C:36]=1[CH2:35][N:32]1[C:31]2[CH:45]=[CH:46][CH:47]=[CH:48][C:30]=2[S:29](=[O:49])(=[O:50])[N:28]([C:24]2[CH:23]=[CH:12][CH:13]=[C:14]([O:16][CH3:17])[N:53]=2)[C:33]1=[O:34], predict the reactants needed to synthesize it. The reactants are: [C:1]([O-:4])([O-])=O.[K+].[K+].FC1C=[C:14]([O:16][CH3:17])[CH:13]=[C:12](F)C=1CBr.COC1C(C)=C[C:24]([N:28]2[C:33](=[O:34])[N:32]([CH2:35][C:36]3[C:41]([F:42])=[CH:40][C:39](F)=[CH:38][C:37]=3[F:44])[C:31]3[CH:45]=[CH:46][CH:47]=[CH:48][C:30]=3[S:29]2(=[O:50])=[O:49])=[CH:23]C=1C.C[N:53](C=O)C. (3) Given the product [NH2:1][CH:2]([C:19]1[CH:20]=[CH:21][C:22]([C:25]([NH2:26])=[O:27])=[N:23][CH:24]=1)[CH2:3][N:4]1[C:12]2[CH:11]=[CH:10][C:9]([CH3:13])=[CH:8][C:7]=2[C:6]2[CH2:14][N:15]([CH3:18])[CH2:16][CH2:17][C:5]1=2, predict the reactants needed to synthesize it. The reactants are: [NH2:1][CH:2]([C:19]1[CH:20]=[CH:21][C:22]([C:25]#[N:26])=[N:23][CH:24]=1)[CH2:3][N:4]1[C:12]2[CH:11]=[CH:10][C:9]([CH3:13])=[CH:8][C:7]=2[C:6]2[CH2:14][N:15]([CH3:18])[CH2:16][CH2:17][C:5]1=2.[OH-:27].[K+]. (4) Given the product [C:41]([O:40][C:38](=[O:39])[CH2:37][CH2:36][N:35]([C:33]([O:32][C:28]([CH3:31])([CH3:30])[CH3:29])=[O:34])[CH2:45][C:46](=[O:47])[N:24]1[C:25]2[C:21](=[CH:20][C:19]([CH2:18][CH2:17][C:10]3[S:11][C:12]([C:13]([F:16])([F:15])[F:14])=[C:8]([C:2]4[CH:7]=[CH:6][CH:5]=[CH:4][CH:3]=4)[CH:9]=3)=[CH:27][CH:26]=2)[CH2:22][CH2:23]1)([CH3:43])([CH3:44])[CH3:42], predict the reactants needed to synthesize it. The reactants are: Cl.[C:2]1([C:8]2[CH:9]=[C:10]([CH2:17][CH2:18][C:19]3[CH:20]=[C:21]4[C:25](=[CH:26][CH:27]=3)[NH:24][CH2:23][CH2:22]4)[S:11][C:12]=2[C:13]([F:16])([F:15])[F:14])[CH:7]=[CH:6][CH:5]=[CH:4][CH:3]=1.[C:28]([O:32][C:33]([N:35]([CH2:45][C:46](O)=[O:47])[CH2:36][CH2:37][C:38]([O:40][C:41]([CH3:44])([CH3:43])[CH3:42])=[O:39])=[O:34])([CH3:31])([CH3:30])[CH3:29].CCN=C=NCCCN(C)C.Cl.C1C=CC2N(O)N=NC=2C=1. (5) Given the product [NH2:2][CH2:1][CH2:3][N:4]([CH2:21][C:22]1[CH:23]=[CH:24][C:25]([N:28]([CH3:30])[CH3:29])=[CH:26][CH:27]=1)[C:5]1[C:18]2[C:19]3=[C:20]4[C:15](=[CH:16][CH:17]=2)[CH:14]=[CH:13][CH:12]=[C:11]4[CH:10]=[CH:9][C:8]3=[CH:7][CH:6]=1, predict the reactants needed to synthesize it. The reactants are: [C:1]([CH2:3][N:4]([CH2:21][C:22]1[CH:27]=[CH:26][C:25]([N:28]([CH3:30])[CH3:29])=[CH:24][CH:23]=1)[C:5]1[C:18]2[C:19]3=[C:20]4[C:15](=[CH:16][CH:17]=2)[CH:14]=[CH:13][CH:12]=[C:11]4[CH:10]=[CH:9][C:8]3=[CH:7][CH:6]=1)#[N:2].[H-].[H-].[H-].[H-].[Li+].[Al+3].[OH-].[K+].ClCCl.